This data is from Forward reaction prediction with 1.9M reactions from USPTO patents (1976-2016). The task is: Predict the product of the given reaction. (1) The product is: [Cl:1][C:2]1[CH:7]=[CH:6][CH:5]=[CH:4][C:3]=1[C:8]([N:10]1[CH2:15][CH2:14][N:13]2[C:35]([C:32]3[CH:33]=[CH:34][N:29]=[CH:30][N:31]=3)=[N:37][N:38]=[C:12]2[CH2:11]1)=[O:9]. Given the reactants [Cl:1][C:2]1[CH:7]=[CH:6][CH:5]=[CH:4][C:3]=1[C:8]([N:10]1[CH2:15][CH2:14][NH:13][C:12](=O)[CH2:11]1)=[O:9].F[B-](F)(F)F.C([O+](CC)CC)C.[N:29]1[CH:34]=[CH:33][C:32]([C:35]([NH:37][NH2:38])=O)=[N:31][CH:30]=1, predict the reaction product. (2) Given the reactants Cl.[F:2][C:3]1[CH:8]=[CH:7][C:6]([C:9](=[O:29])[CH2:10][CH2:11][CH2:12][N:13]2[CH2:28][CH2:27][C@@H:16]3[N:17]4[C:26]5[C:25]([C@@H:15]3[CH2:14]2)=[CH:24][CH:23]=[CH:22][C:21]=5[NH:20][CH2:19][CH2:18]4)=[CH:5][CH:4]=1.[BH4-].[Na+], predict the reaction product. The product is: [F:2][C:3]1[CH:8]=[CH:7][C:6]([CH:9]([OH:29])[CH2:10][CH2:11][CH2:12][N:13]2[CH2:28][CH2:27][C@@H:16]3[N:17]4[C:26]5[C:25]([C@@H:15]3[CH2:14]2)=[CH:24][CH:23]=[CH:22][C:21]=5[NH:20][CH2:19][CH2:18]4)=[CH:5][CH:4]=1. (3) Given the reactants Br[C:2]1[C:10]2[N:9]=[C:8]([C:11]3[CH:16]=[CH:15][C:14]([CH:17]([CH3:19])[CH3:18])=[CH:13][CH:12]=3)[N:7]([CH2:20][CH2:21][O:22][CH3:23])[C:6]=2[C:5]([O:24][CH3:25])=[CH:4][CH:3]=1.C(=O)([O-])[O-].[Na+].[Na+].[C:32]1(B(O)O)[CH:37]=[CH:36][CH:35]=[CH:34][CH:33]=1, predict the reaction product. The product is: [CH:17]([C:14]1[CH:13]=[CH:12][C:11]([C:8]2[N:7]([CH2:20][CH2:21][O:22][CH3:23])[C:6]3[C:5]([O:24][CH3:25])=[CH:4][CH:3]=[C:2]([C:32]4[CH:37]=[CH:36][CH:35]=[CH:34][CH:33]=4)[C:10]=3[N:9]=2)=[CH:16][CH:15]=1)([CH3:18])[CH3:19]. (4) Given the reactants Cl.[NH:2]1[CH2:7][CH2:6][CH:5]([NH:8][C:9]([C:11]2[C:15]3[N:16]=[CH:17][N:18]=[C:19]([C:20]4[CH:25]=[C:24]([F:26])[CH:23]=[CH:22][C:21]=4[O:27][CH2:28][CH:29]4[CH2:31][CH2:30]4)[C:14]=3[NH:13][CH:12]=2)=[O:10])[CH2:4][CH2:3]1.[C:32](Cl)(=[O:34])[CH3:33], predict the reaction product. The product is: [C:32]([N:2]1[CH2:3][CH2:4][CH:5]([NH:8][C:9]([C:11]2[C:15]3[N:16]=[CH:17][N:18]=[C:19]([C:20]4[CH:25]=[C:24]([F:26])[CH:23]=[CH:22][C:21]=4[O:27][CH2:28][CH:29]4[CH2:30][CH2:31]4)[C:14]=3[NH:13][CH:12]=2)=[O:10])[CH2:6][CH2:7]1)(=[O:34])[CH3:33]. (5) Given the reactants [CH3:1][N:2]1[CH:6]=[C:5]([C:7]2[C:11]([CH3:12])=[C:10]([NH:13][C:14](=[O:22])OC3C=CC=CC=3)[N:9]([C:23]3[CH:28]=[CH:27][CH:26]=[CH:25][CH:24]=3)[N:8]=2)[CH:4]=[N:3]1.C1(C2C=CC(COC)=CC=2CN)CC1.[CH:43]1([CH2:46][O:47][C:48]2[CH:53]=[CH:52][C:51]([CH2:54][O:55][CH3:56])=[CH:50][C:49]=2[CH2:57][NH2:58])[CH2:45][CH2:44]1, predict the reaction product. The product is: [CH:43]1([CH2:46][O:47][C:48]2[CH:53]=[CH:52][C:51]([CH2:54][O:55][CH3:56])=[CH:50][C:49]=2[CH2:57][NH:58][C:14]([NH:13][C:10]2[N:9]([C:23]3[CH:24]=[CH:25][CH:26]=[CH:27][CH:28]=3)[N:8]=[C:7]([C:5]3[CH:4]=[N:3][N:2]([CH3:1])[CH:6]=3)[C:11]=2[CH3:12])=[O:22])[CH2:45][CH2:44]1. (6) Given the reactants [C:1]([O:5][C:6]([NH:8][C@@H:9]([CH2:13][NH:14][C:15]1[CH:20]=[CH:19][CH:18]=[CH:17][C:16]=1[NH2:21])[C:10]([OH:12])=O)=[O:7])([CH3:4])([CH3:3])[CH3:2].C(OC(N[C@@H:30](CNC1C=CC=CC=1[N+]([O-])=O)[C:31]([OH:33])=[O:32])=O)(C)(C)C.[CH3:45]O, predict the reaction product. The product is: [CH3:45][O:33][C:31](=[O:32])[CH2:30][N:21]1[C:16]2[CH:17]=[CH:18][CH:19]=[CH:20][C:15]=2[NH:14][CH2:13][C@H:9]([NH:8][C:6]([O:5][C:1]([CH3:2])([CH3:3])[CH3:4])=[O:7])[C:10]1=[O:12]. (7) Given the reactants CC1(C)C(C)(C)OB([C:9]2[CH:14]=[CH:13][C:12]([O:15][C:16]3[CH:21]=[CH:20][C:19]([O:22][C:23]([F:26])([F:25])[F:24])=[CH:18][CH:17]=3)=[CH:11][CH:10]=2)O1.[NH2:28][C:29](=[O:43])[C@@H:30]([NH:32][C:33]1[N:38]=[C:37](Cl)[N:36]=[C:35]([C:40]([NH2:42])=[O:41])[CH:34]=1)[CH3:31].C([O-])([O-])=O.[Na+].[Na+], predict the reaction product. The product is: [NH2:28][C:29](=[O:43])[C@@H:30]([NH:32][C:33]1[N:38]=[C:37]([C:9]2[CH:10]=[CH:11][C:12]([O:15][C:16]3[CH:17]=[CH:18][C:19]([O:22][C:23]([F:24])([F:25])[F:26])=[CH:20][CH:21]=3)=[CH:13][CH:14]=2)[N:36]=[C:35]([C:40]([NH2:42])=[O:41])[CH:34]=1)[CH3:31]. (8) The product is: [CH3:1][O:2][C:3]([C:4]1[CH:9]=[CH:8][C:7]([C:42]2[CH:43]=[CH:44][C:39]([C:37]3[N:38]=[C:34]([C@@H:28]4[CH2:29][C@H:30]([S:32][CH3:33])[CH2:31][N:27]4[C:25](=[O:26])[C@@H:21]([NH:20][C:19]([O:18][CH3:17])=[O:54])[CH:22]([CH3:24])[CH3:23])[NH:35][CH:36]=3)=[CH:40][CH:41]=2)=[C:6]([O:11][C:12]([F:15])([F:14])[F:13])[CH:5]=1)=[O:16]. Given the reactants [CH3:1][O:2][C:3](=[O:16])[C:4]1[CH:9]=[CH:8][C:7](Br)=[C:6]([O:11][C:12]([F:15])([F:14])[F:13])[CH:5]=1.[CH3:17][O:18][C:19](=[O:54])[NH:20][C@H:21]([C:25]([N:27]1[CH2:31][C@@H:30]([S:32][CH3:33])[CH2:29][C@H:28]1[C:34]1[NH:35][CH:36]=[C:37]([C:39]2[CH:44]=[CH:43][C:42](B3OC(C)(C)C(C)(C)O3)=[CH:41][CH:40]=2)[N:38]=1)=[O:26])[CH:22]([CH3:24])[CH3:23].C(=O)([O-])[O-].[K+].[K+].C1(C)C=CC=CC=1, predict the reaction product.